From a dataset of Reaction yield outcomes from USPTO patents with 853,638 reactions. Predict the reaction yield, written as a fraction of the theoretical maximum amount of product (1.0 means a 100% yield; for example, 0.34 means a 34% yield). (1) The reactants are [Cl:1][C:2]1[CH:22]=[C:21]([Cl:23])[CH:20]=[CH:19][C:3]=1[CH2:4][N:5]1[C:9]([CH2:10][CH2:11][C:12]([OH:14])=O)=[CH:8][C:7]([O:15][CH:16]([CH3:18])[CH3:17])=[N:6]1.[CH3:24][C:25]1[CH:30]=[CH:29][CH:28]=[CH:27][C:26]=1[S:31]([NH2:34])(=[O:33])=[O:32].N12CCCN=C1CCCCC2. The catalyst is O1CCCC1. The product is [Cl:1][C:2]1[CH:22]=[C:21]([Cl:23])[CH:20]=[CH:19][C:3]=1[CH2:4][N:5]1[C:9]([CH2:10][CH2:11][C:12]([NH:34][S:31]([C:26]2[CH:27]=[CH:28][CH:29]=[CH:30][C:25]=2[CH3:24])(=[O:32])=[O:33])=[O:14])=[CH:8][C:7]([O:15][CH:16]([CH3:18])[CH3:17])=[N:6]1. The yield is 0.360. (2) The reactants are [CH3:1][O:2][C:3](=[O:15])[CH2:4][CH2:5][C:6]1[CH:14]=[CH:13][C:9]([C:10]([OH:12])=O)=[CH:8][CH:7]=1.C(Cl)(=O)C(Cl)=O.[C:22]1([O:28][CH3:29])[CH:27]=[CH:26][CH:25]=[CH:24][CH:23]=1.[Al+3].[Cl-].[Cl-].[Cl-].Cl. The catalyst is C(Cl)Cl.CN(C=O)C. The product is [CH3:29][O:28][C:22]1[CH:27]=[CH:26][C:25]([C:10]([C:9]2[CH:8]=[CH:7][C:6]([CH2:5][CH2:4][C:3]([O:2][CH3:1])=[O:15])=[CH:14][CH:13]=2)=[O:12])=[CH:24][CH:23]=1. The yield is 0.630. (3) The reactants are [Cl:1][C:2]1[CH:3]=[C:4]([CH:10]([CH2:14][CH:15]2[CH2:19][CH2:18][CH2:17][CH2:16]2)[C:11]([OH:13])=[O:12])[CH:5]=[CH:6][C:7]=1SC.OO.O1CCC[CH2:23]1.[S:27]([O-:30])([O-])=[O:28].[Na+].[Na+]. The catalyst is C(O)=O. The product is [Cl:1][C:2]1[CH:3]=[C:4]([CH:10]([CH2:14][CH:15]2[CH2:16][CH2:17][CH2:18][CH2:19]2)[C:11]([OH:13])=[O:12])[CH:5]=[CH:6][C:7]=1[S:27]([CH3:23])(=[O:30])=[O:28]. The yield is 0.991. (4) The product is [NH2:24][C:18]1[CH:17]=[C:16]([Cl:15])[C:21]([Cl:22])=[CH:20][C:19]=1[NH:23][C:6](=[O:7])[C:5]1[CH:9]=[CH:10][C:11]([C:13]#[N:14])=[CH:12][C:4]=1[O:3][CH2:1][CH3:2]. The reactants are [CH2:1]([O:3][C:4]1[CH:12]=[C:11]([C:13]#[N:14])[CH:10]=[CH:9][C:5]=1[C:6](Cl)=[O:7])[CH3:2].[Cl:15][C:16]1[C:21]([Cl:22])=[CH:20][C:19]([NH2:23])=[C:18]([NH2:24])[CH:17]=1.C(N(CC)CC)C. The yield is 0.510. The catalyst is ClCCl. (5) The reactants are [Br:1][C:2]1[C:7](=O)[C:6]([Br:9])=[CH:5][NH:4][CH:3]=1.O=P(Cl)(Cl)[Cl:12].C(=O)([O-])O.[Na+]. No catalyst specified. The product is [Br:1][C:2]1[CH:3]=[N:4][CH:5]=[C:6]([Br:9])[C:7]=1[Cl:12]. The yield is 1.00. (6) The reactants are [Cl:1][C:2]1[C:3]([C:11]#[N:12])=[C:4]([C:8]([OH:10])=O)[NH:5][C:6]=1[CH3:7].[NH2:13][C@@H:14]1[CH2:19][CH2:18][N:17]([C:20]([O:22][CH2:23][CH3:24])=[O:21])[CH2:16][C@@H:15]1[O:25][CH2:26][CH:27]=[CH2:28].C1C=CC2N(O)N=NC=2C=1.CN1CCOCC1.CCN=C=NCCCN(C)C.Cl. The catalyst is ClCCl. The product is [Cl:1][C:2]1[C:3]([C:11]#[N:12])=[C:4]([C:8]([NH:13][C@@H:14]2[CH2:19][CH2:18][N:17]([C:20]([O:22][CH2:23][CH3:24])=[O:21])[CH2:16][C@@H:15]2[O:25][CH2:26][CH:27]=[CH2:28])=[O:10])[NH:5][C:6]=1[CH3:7]. The yield is 0.900. (7) The reactants are Cl.[F:2][C:3]1[CH:8]=[C:7]([S:9]([CH3:12])(=[O:11])=[O:10])[CH:6]=[CH:5][C:4]=1[N:13]1[CH:18]=[CH:17][C:16]([O:19][CH:20]2[CH2:25][CH2:24][NH:23][CH2:22][CH2:21]2)=[CH:15][C:14]1=[O:26].[Br:27][C:28]1[CH:29]=[N:30][C:31](Cl)=[N:32][CH:33]=1.C(=O)([O-])[O-].[Cs+].[Cs+]. The catalyst is CN(C=O)C.CCOC(C)=O. The product is [Br:27][C:28]1[CH:29]=[N:30][C:31]([N:23]2[CH2:24][CH2:25][CH:20]([O:19][C:16]3[CH:17]=[CH:18][N:13]([C:4]4[CH:5]=[CH:6][C:7]([S:9]([CH3:12])(=[O:11])=[O:10])=[CH:8][C:3]=4[F:2])[C:14](=[O:26])[CH:15]=3)[CH2:21][CH2:22]2)=[N:32][CH:33]=1. The yield is 0.539. (8) The reactants are [F:1][C:2]1[CH:7]=[CH:6][CH:5]=[CH:4][C:3]=1[CH:8]1[C:13]([C:14]([O:16][CH2:17][CH3:18])=[O:15])=[C:12]([CH3:19])[NH:11][C:10](=[O:20])[NH:9]1.[N+]([O-])(O)=O.[OH-].[Na+]. No catalyst specified. The product is [F:1][C:2]1[CH:7]=[CH:6][CH:5]=[CH:4][C:3]=1[C:8]1[C:13]([C:14]([O:16][CH2:17][CH3:18])=[O:15])=[C:12]([CH3:19])[NH:11][C:10](=[O:20])[N:9]=1. The yield is 0.760. (9) The yield is 0.460. The reactants are Cl[C:2]1[N:7]=[C:6]([CH2:8][CH2:9][C:10]2[CH:15]=[CH:14][CH:13]=[CH:12][C:11]=2[C:16]2([C:19]([NH2:21])=[O:20])[CH2:18][CH2:17]2)[C:5]([Cl:22])=[CH:4][N:3]=1.[NH2:23][C:24]1[CH:29]=[CH:28][CH:27]=[CH:26][CH:25]=1.C1(C)C=CC(S(O)(=O)=O)=CC=1. The catalyst is O1CCOCC1. The product is [Cl:22][C:5]1[C:6]([CH2:8][CH2:9][C:10]2[CH:15]=[CH:14][CH:13]=[CH:12][C:11]=2[C:16]2([C:19]([NH2:21])=[O:20])[CH2:18][CH2:17]2)=[N:7][C:2]([NH:23][C:24]2[CH:29]=[CH:28][CH:27]=[CH:26][CH:25]=2)=[N:3][CH:4]=1.